From a dataset of Full USPTO retrosynthesis dataset with 1.9M reactions from patents (1976-2016). Predict the reactants needed to synthesize the given product. (1) Given the product [BrH:14].[OH:2][C:3]1[CH:4]=[CH:5][C:6]([CH2:9][CH2:10][CH2:11][CH2:12][NH2:13])=[CH:7][CH:8]=1, predict the reactants needed to synthesize it. The reactants are: C[O:2][C:3]1[CH:8]=[CH:7][C:6]([CH2:9][CH2:10][CH2:11][CH2:12][NH2:13])=[CH:5][CH:4]=1.[BrH:14]. (2) The reactants are: [N:1]([CH2:4][C:5]1[C:6]([F:22])=[C:7]([O:12][C:13]2[CH:18]=[C:17]([C:19]#[N:20])[CH:16]=[C:15]([Cl:21])[N:14]=2)[C:8]([Cl:11])=[CH:9][CH:10]=1)=[N+]=[N-].C1(P(C2C=CC=CC=2)C2C=CC=CC=2)C=CC=CC=1.O. Given the product [NH2:1][CH2:4][C:5]1[C:6]([F:22])=[C:7]([O:12][C:13]2[CH:18]=[C:17]([C:19]#[N:20])[CH:16]=[C:15]([Cl:21])[N:14]=2)[C:8]([Cl:11])=[CH:9][CH:10]=1, predict the reactants needed to synthesize it. (3) Given the product [OH:1][C:2]([CH3:34])([CH3:35])[CH2:3][C@@:4]1([C:28]2[CH:33]=[CH:32][CH:31]=[CH:30][CH:29]=2)[O:9][C:8](=[O:10])[N:7]([C@H:11]([C:13]2[CH:14]=[CH:15][C:16]([C:37]3[CH:44]=[CH:43][C:40]([C:41]#[N:42])=[CH:39][N:38]=3)=[CH:17][CH:18]=2)[CH3:12])[CH2:6][CH2:5]1, predict the reactants needed to synthesize it. The reactants are: [OH:1][C:2]([CH3:35])([CH3:34])[CH2:3][C@@:4]1([C:28]2[CH:33]=[CH:32][CH:31]=[CH:30][CH:29]=2)[O:9][C:8](=[O:10])[N:7]([C@H:11]([C:13]2[CH:18]=[CH:17][C:16](B3OC(C)(C)C(C)(C)O3)=[CH:15][CH:14]=2)[CH3:12])[CH2:6][CH2:5]1.Br[C:37]1[CH:44]=[CH:43][C:40]([C:41]#[N:42])=[CH:39][N:38]=1.C([O-])([O-])=O.[Cs+].[Cs+]. (4) Given the product [C@H:18]1([C:16]([NH:15][C:6]2([C:4]([OH:5])=[O:3])[CH2:14][C:13]3[C:8](=[CH:9][CH:10]=[CH:11][CH:12]=3)[CH2:7]2)=[O:17])[C:27]2[C:22](=[CH:23][CH:24]=[CH:25][CH:26]=2)[CH2:21][CH2:20][CH2:19]1, predict the reactants needed to synthesize it. The reactants are: C([O:3][C:4]([C:6]1([NH:15][C:16]([C@H:18]2[C:27]3[C:22](=[CH:23][CH:24]=[CH:25][CH:26]=3)[CH2:21][CH2:20][CH2:19]2)=[O:17])[CH2:14][C:13]2[C:8](=[CH:9][CH:10]=[CH:11][CH:12]=2)[CH2:7]1)=[O:5])C.[OH-].[K+].O. (5) Given the product [F:1][C:2]1[CH:7]=[C:6]([F:8])[CH:5]=[CH:4][C:3]=1[NH:9][C:10]([NH:12][C:13]1[CH:18]=[C:17]([CH3:19])[C:16]([O:20][C:21]2[C:30]3[C:25](=[CH:26][C:27]([O:33][CH2:52][CH2:53][N:54]4[CH:58]=[CH:57][N:56]=[N:55]4)=[C:28]([O:31][CH3:32])[CH:29]=3)[N:24]=[CH:23][CH:22]=2)=[CH:15][C:14]=1[CH3:34])=[O:11], predict the reactants needed to synthesize it. The reactants are: [F:1][C:2]1[CH:7]=[C:6]([F:8])[CH:5]=[CH:4][C:3]=1[NH:9][C:10]([NH:12][C:13]1[CH:18]=[C:17]([CH3:19])[C:16]([O:20][C:21]2[C:30]3[C:25](=[CH:26][C:27]([OH:33])=[C:28]([O:31][CH3:32])[CH:29]=3)[N:24]=[CH:23][CH:22]=2)=[CH:15][C:14]=1[CH3:34])=[O:11].C(=O)([O-])[O-].[K+].[K+].CC1C=CC(S(O[CH2:52][CH2:53][N:54]2[CH:58]=[CH:57][N:56]=[N:55]2)(=O)=O)=CC=1.O. (6) Given the product [CH3:18][C:17]1([CH3:19])[CH2:16][C:15]2[C:10](=[CH:11][CH:12]=[C:13]([C:20]([OH:22])=[O:21])[CH:14]=2)[NH:9][CH:8]1[C:4]1[CH:5]=[CH:6][CH:7]=[C:2]([N:26]2[CH2:27][CH2:28][N:24]([CH3:23])[C:25]2=[O:29])[CH:3]=1, predict the reactants needed to synthesize it. The reactants are: Br[C:2]1[CH:3]=[C:4]([CH:8]2[C:17]([CH3:19])([CH3:18])[CH2:16][C:15]3[C:10](=[CH:11][CH:12]=[C:13]([C:20]([OH:22])=[O:21])[CH:14]=3)[NH:9]2)[CH:5]=[CH:6][CH:7]=1.[CH3:23][N:24]1[CH2:28][CH2:27][NH:26][C:25]1=[O:29].Cl.CN(C)CC(O)=O.C(=O)([O-])[O-].[K+].[K+]. (7) Given the product [F:1][C:2]1[CH:3]=[C:4]([CH:42]=[CH:43][CH:44]=1)[CH2:5][N:6]1[CH:10]=[C:9]([C:11]2[C:19]3[C:14](=[N:15][CH:16]=[C:17]([C:20]4[CH:25]=[CH:24][C:23]([N:26]5[CH2:31][CH2:30][N:29]([CH2:81][CH2:82][OH:83])[CH2:28][CH2:27]5)=[N:22][CH:21]=4)[CH:18]=3)[N:13]([S:32]([C:35]3[CH:41]=[CH:40][C:38]([CH3:39])=[CH:37][CH:36]=3)(=[O:34])=[O:33])[CH:12]=2)[CH:8]=[N:7]1, predict the reactants needed to synthesize it. The reactants are: [F:1][C:2]1[CH:3]=[C:4]([CH:42]=[CH:43][CH:44]=1)[CH2:5][N:6]1[CH:10]=[C:9]([C:11]2[C:19]3[C:14](=[N:15][CH:16]=[C:17]([C:20]4[CH:21]=[N:22][C:23]([N:26]5[CH2:31][CH2:30][NH:29][CH2:28][CH2:27]5)=[CH:24][CH:25]=4)[CH:18]=3)[N:13]([S:32]([C:35]3[CH:41]=[CH:40][C:38]([CH3:39])=[CH:37][CH:36]=3)(=[O:34])=[O:33])[CH:12]=2)[CH:8]=[N:7]1.FC1C=C(C=CC=1)CN1C=C(C2C3C(=NC=C(C4C=NC(N5CCN(C)CC5)=CC=4)C=3)NC=2)C=N1.Br[CH2:81][CH2:82][OH:83].C(=O)([O-])[O-].[K+].[K+].